Predict the product of the given reaction. From a dataset of Forward reaction prediction with 1.9M reactions from USPTO patents (1976-2016). (1) Given the reactants [CH:1]1[C:6]([NH2:7])=[CH:5][CH:4]=[C:3]([NH2:8])[CH:2]=1.[CH:9]1[C:21]2[CH:20]([CH2:22][O:23][C:24](ON3C(=O)CCC3=O)=[O:25])[C:19]3[C:14](=[CH:15][CH:16]=[CH:17][CH:18]=3)[C:13]=2[CH:12]=[CH:11][CH:10]=1, predict the reaction product. The product is: [CH:9]1[C:21]2[CH:20]([CH2:22][O:23][C:24]([NH:7][C:6]3[CH:5]=[CH:4][C:3]([NH2:8])=[CH:2][CH:1]=3)=[O:25])[C:19]3[C:14](=[CH:15][CH:16]=[CH:17][CH:18]=3)[C:13]=2[CH:12]=[CH:11][CH:10]=1. (2) Given the reactants [CH3:1][O:2][CH:3](OC)[C:4]([O:6][CH3:7])=[O:5].C([Cl:13])(=O)C.[C:14]1([P:20]([C:27]2[CH:32]=[CH:31][CH:30]=[CH:29][CH:28]=2)[C:21]2[CH:26]=[CH:25][CH:24]=[CH:23][CH:22]=2)[CH:19]=[CH:18][CH:17]=[CH:16][CH:15]=1, predict the reaction product. The product is: [Cl-:13].[CH3:1][O:2][CH:3]([P+:20]([C:21]1[CH:22]=[CH:23][CH:24]=[CH:25][CH:26]=1)([C:27]1[CH:32]=[CH:31][CH:30]=[CH:29][CH:28]=1)[C:14]1[CH:15]=[CH:16][CH:17]=[CH:18][CH:19]=1)[C:4]([O:6][CH3:7])=[O:5]. (3) Given the reactants C(P(CCCC)CCCC)CCC.[CH3:14][O:15][CH2:16][CH2:17]O.O1CCCC1.[F:24][C:25]1[CH:54]=[C:53]([F:55])[CH:52]=[CH:51][C:26]=1[O:27][C:28]1[CH:33]=[CH:32][C:31]([NH:34][S:35]([CH2:38][CH3:39])(=[O:37])=[O:36])=[CH:30][C:29]=1[C:40]1[C:41]2[CH:50]=[CH:49][NH:48][C:42]=2[C:43](=[O:47])[N:44]([CH3:46])[CH:45]=1, predict the reaction product. The product is: [F:24][C:25]1[CH:54]=[C:53]([F:55])[CH:52]=[CH:51][C:26]=1[O:27][C:28]1[CH:33]=[CH:32][C:31]([N:34]([CH2:17][CH2:16][O:15][CH3:14])[S:35]([CH2:38][CH3:39])(=[O:37])=[O:36])=[CH:30][C:29]=1[C:40]1[C:41]2[CH:50]=[CH:49][NH:48][C:42]=2[C:43](=[O:47])[N:44]([CH3:46])[CH:45]=1.